Dataset: NCI-60 drug combinations with 297,098 pairs across 59 cell lines. Task: Regression. Given two drug SMILES strings and cell line genomic features, predict the synergy score measuring deviation from expected non-interaction effect. (1) Cell line: DU-145. Synergy scores: CSS=62.6, Synergy_ZIP=-3.06, Synergy_Bliss=-3.59, Synergy_Loewe=-33.8, Synergy_HSA=-2.36. Drug 2: C1=NNC2=C1C(=O)NC=N2. Drug 1: CC=C1C(=O)NC(C(=O)OC2CC(=O)NC(C(=O)NC(CSSCCC=C2)C(=O)N1)C(C)C)C(C)C. (2) Drug 1: C1CN1P(=S)(N2CC2)N3CC3. Drug 2: C(CC(=O)O)C(=O)CN.Cl. Cell line: OVCAR-4. Synergy scores: CSS=-1.01, Synergy_ZIP=-3.64, Synergy_Bliss=-7.07, Synergy_Loewe=-8.83, Synergy_HSA=-7.55.